From a dataset of Reaction yield outcomes from USPTO patents with 853,638 reactions. Predict the reaction yield, written as a fraction of the theoretical maximum amount of product (1.0 means a 100% yield; for example, 0.34 means a 34% yield). (1) The yield is 0.640. The reactants are [C:1]([N:4]1[C:8]2=[N:9][CH:10]=[CH:11][C:12](I)=[C:7]2[CH:6]=[C:5]1[CH2:14][CH2:15][C:16]1[CH:21]=[CH:20][CH:19]=[CH:18][CH:17]=1)(=[O:3])[CH3:2].[CH3:22][N:23](C)C=O. The catalyst is C(OCC)(=O)C.[C-]#N.[Zn+2].[C-]#N.C1C=CC([P]([Pd]([P](C2C=CC=CC=2)(C2C=CC=CC=2)C2C=CC=CC=2)([P](C2C=CC=CC=2)(C2C=CC=CC=2)C2C=CC=CC=2)[P](C2C=CC=CC=2)(C2C=CC=CC=2)C2C=CC=CC=2)(C2C=CC=CC=2)C2C=CC=CC=2)=CC=1. The product is [C:1]([N:4]1[C:8]2[N:9]=[CH:10][CH:11]=[C:12]([C:22]#[N:23])[C:7]=2[CH:6]=[C:5]1[CH2:14][CH2:15][C:16]1[CH:21]=[CH:20][CH:19]=[CH:18][CH:17]=1)(=[O:3])[CH3:2]. (2) The reactants are [CH2:1]([O:8][C:9]1[CH:27]=[CH:26][C:12]([CH2:13][C:14]2[CH:18]=[C:17]([C:19]3C(N)=[N:21][CH:22]=[CH:23][CH:24]=3)[O:16][N:15]=2)=[CH:11][CH:10]=1)[C:2]1[CH:7]=[CH:6][CH:5]=[CH:4][CH:3]=1.C=O.N1C=CC=CC=1C.B.FC(F)(F)C(O)=O.[CH3:45][N:46]([CH3:49])[CH:47]=O. The catalyst is C(O)(=O)C. The product is [CH2:1]([O:8][C:9]1[CH:27]=[CH:26][C:12]([CH2:13][C:14]2[CH:18]=[C:17]([C:19]3[C:47]([N:46]([CH3:49])[CH3:45])=[N:21][CH:22]=[CH:23][CH:24]=3)[O:16][N:15]=2)=[CH:11][CH:10]=1)[C:2]1[CH:3]=[CH:4][CH:5]=[CH:6][CH:7]=1. The yield is 0.210. (3) The yield is 0.220. The product is [Cl:1][C:2]1[CH:7]=[C:6]([Cl:8])[CH:5]=[CH:4][C:3]=1[C:9]1[N:10]=[C:11](/[CH:16]=[CH:17]/[C:18]2[CH:23]=[CH:22][C:21]([C:24]3[CH:25]=[CH:26][C:27]([O:30][C:32]4[CH:39]=[CH:38][C:35]([C:36]5[NH:42][N:41]=[N:40][N:37]=5)=[CH:34][CH:33]=4)=[CH:28][CH:29]=3)=[CH:20][CH:19]=2)[N:12]([CH2:14][CH3:15])[CH:13]=1. The reactants are [Cl:1][C:2]1[CH:7]=[C:6]([Cl:8])[CH:5]=[CH:4][C:3]=1[C:9]1[N:10]=[C:11](/[CH:16]=[CH:17]/[C:18]2[CH:23]=[CH:22][C:21]([C:24]3[CH:29]=[CH:28][C:27]([OH:30])=[CH:26][CH:25]=3)=[CH:20][CH:19]=2)[N:12]([CH2:14][CH3:15])[CH:13]=1.I[C:32]1[CH:39]=[CH:38][C:35]([C:36]#[N:37])=[CH:34][CH:33]=1.[NH:40]1C=N[N:42]=[N:41]1. No catalyst specified. (4) The reactants are [O:1]1[C:5]2[CH:6]=[CH:7][C:8]([C:10]3([C:13]([NH:15][C:16]4[CH:21]=[CH:20][C:19]([CH3:22])=[C:18](Br)[CH:17]=4)=[O:14])[CH2:12][CH2:11]3)=[CH:9][C:4]=2[O:3][CH2:2]1.[CH3:24][C:25]1([CH3:41])[C:29]([CH3:31])([CH3:30])[O:28][B:27]([B:27]2[O:28][C:29]([CH3:31])([CH3:30])[C:25]([CH3:41])([CH3:24])[O:26]2)[O:26]1.CC([O-])=O.[K+]. The catalyst is C1C=CC(P(C2C=CC=CC=2)[C-]2C=CC=C2)=CC=1.C1C=CC(P(C2C=CC=CC=2)[C-]2C=CC=C2)=CC=1.Cl[Pd]Cl.[Fe+2].CN(C=O)C. The product is [O:1]1[C:5]2[CH:6]=[CH:7][C:8]([C:10]3([C:13]([NH:15][C:16]4[CH:21]=[CH:20][C:19]([CH3:22])=[C:18]([B:27]5[O:28][C:29]([CH3:31])([CH3:30])[C:25]([CH3:41])([CH3:24])[O:26]5)[CH:17]=4)=[O:14])[CH2:12][CH2:11]3)=[CH:9][C:4]=2[O:3][CH2:2]1. The yield is 0.270. (5) The reactants are [CH2:1]([CH:4]([C:8]1[CH:28]=[CH:27][C:11]([O:12][CH2:13][C:14]2[CH:19]=[CH:18][C:17]([C:20]3[CH:21]=[C:22]([CH2:25]O)[S:23][CH:24]=3)=[CH:16][CH:15]=2)=[CH:10][CH:9]=1)[CH2:5][CH2:6][CH3:7])[CH2:2][CH3:3].S(Cl)([Cl:31])=O. The catalyst is C(Cl)(Cl)Cl. The product is [CH2:1]([CH:4]([C:8]1[CH:28]=[CH:27][C:11]([O:12][CH2:13][C:14]2[CH:19]=[CH:18][C:17]([C:20]3[CH:21]=[C:22]([CH2:25][Cl:31])[S:23][CH:24]=3)=[CH:16][CH:15]=2)=[CH:10][CH:9]=1)[CH2:5][CH2:6][CH3:7])[CH2:2][CH3:3]. The yield is 1.00.